Dataset: Catalyst prediction with 721,799 reactions and 888 catalyst types from USPTO. Task: Predict which catalyst facilitates the given reaction. (1) Reactant: [Li+].CC([N-]C(C)C)C.[C:9]([O:15][CH2:16][CH3:17])(=[O:14])[CH2:10][CH2:11][CH:12]=[CH2:13].[Br:18][C:19]1[CH:26]=[CH:25][C:22]([CH2:23]Br)=[C:21]([Cl:27])[CH:20]=1. Product: [Br:18][C:19]1[CH:26]=[CH:25][C:22]([CH2:23][CH:10]([CH2:11][CH:12]=[CH2:13])[C:9]([O:15][CH2:16][CH3:17])=[O:14])=[C:21]([Cl:27])[CH:20]=1. The catalyst class is: 1. (2) Reactant: [CH3:1][O:2][C:3](=[O:17])[C:4]1[CH:12]=[C:11]([O:13][CH:14]([F:16])[F:15])[CH:10]=[C:6]([C:7]([OH:9])=O)[CH:5]=1.O.ON1C2C=CC=CC=2N=N1.[CH:29]1([N:35]=[C:36]=NC2CCCCC2)CCC[CH2:31][CH2:30]1.CNCCC. Product: [CH3:1][O:2][C:3](=[O:17])[C:4]1[CH:12]=[C:11]([O:13][CH:14]([F:16])[F:15])[CH:10]=[C:6]([C:7]([N:35]([CH3:36])[CH2:29][CH2:30][CH3:31])=[O:9])[CH:5]=1. The catalyst class is: 1. (3) Reactant: [Li]CCCC.I[C:7]1[CH:17]=[CH:16][CH:15]=[CH:14][C:8]=1[O:9][CH2:10][CH:11]1[CH2:13][O:12]1. Product: [O:9]1[C:8]2[CH:14]=[CH:15][CH:16]=[CH:17][C:7]=2[CH:11]([CH2:13][OH:12])[CH2:10]1. The catalyst class is: 1. (4) Reactant: [Br:1][C:2]1[CH:3]=[C:4]([CH:7]=[CH:8][CH:9]=1)[C:5]#[N:6].[N:10]([Si](C)(C)C)=[N+:11]=[N-:12].C([Sn](=O)CCCC)CCC. Product: [Br:1][C:2]1[CH:3]=[C:4]([C:5]2[N:10]=[N:11][NH:12][N:6]=2)[CH:7]=[CH:8][CH:9]=1. The catalyst class is: 260.